The task is: Predict the reaction yield, written as a fraction of the theoretical maximum amount of product (1.0 means a 100% yield; for example, 0.34 means a 34% yield).. This data is from Reaction yield outcomes from USPTO patents with 853,638 reactions. (1) The reactants are [C:1]([NH:4][O:5][CH2:6][CH2:7][NH:8][C:9](=[O:32])[CH2:10][C:11]1[C:16]([C:17]#[N:18])=[CH:15][CH:14]=[C:13]([NH:19][CH2:20][C:21]([F:30])([F:29])[C:22]2[CH:27]=[CH:26][C:25]([CH3:28])=[CH:24][N:23]=2)[C:12]=1[F:31])(=[NH:3])[NH2:2].[ClH:33].CC#N. The catalyst is CC#N. The product is [ClH:33].[C:1]([NH:4][O:5][CH2:6][CH2:7][NH:8][C:9](=[O:32])[CH2:10][C:11]1[C:16]([C:17]#[N:18])=[CH:15][CH:14]=[C:13]([NH:19][CH2:20][C:21]([F:29])([F:30])[C:22]2[CH:27]=[CH:26][C:25]([CH3:28])=[CH:24][N:23]=2)[C:12]=1[F:31])(=[NH:2])[NH2:3]. The yield is 0.740. (2) The reactants are [SH:1][CH2:2][C:3]([O:5][CH3:6])=[O:4].F[C:8]1[CH:15]=[CH:14][C:13]([F:16])=[CH:12][C:9]=1[CH:10]=O.C(OCC)(=O)C. The catalyst is CC#N.CCCCCC. The product is [F:16][C:13]1[CH:14]=[CH:15][C:8]2[S:1][C:2]([C:3]([O:5][CH3:6])=[O:4])=[CH:10][C:9]=2[CH:12]=1. The yield is 0.339. (3) The reactants are Br[C:2]1[CH:7]=[CH:6][C:5]([S:8]([N:11]2[CH2:15][CH2:14][CH2:13][CH2:12]2)(=[O:10])=[O:9])=[CH:4][C:3]=1[F:16].[C:17]([C:19]1[N:23]([CH3:24])[C:22](B(O)O)=[CH:21][CH:20]=1)#[N:18].[F-].[K+].C(P(C(C)(C)C)C(C)(C)C)(C)(C)C. The catalyst is C1C=CC(/C=C/C(/C=C/C2C=CC=CC=2)=O)=CC=1.C1C=CC(/C=C/C(/C=C/C2C=CC=CC=2)=O)=CC=1.C1C=CC(/C=C/C(/C=C/C2C=CC=CC=2)=O)=CC=1.[Pd].[Pd]. The product is [F:16][C:3]1[CH:4]=[C:5]([S:8]([N:11]2[CH2:15][CH2:14][CH2:13][CH2:12]2)(=[O:10])=[O:9])[CH:6]=[CH:7][C:2]=1[C:22]1[N:23]([CH3:24])[C:19]([C:17]#[N:18])=[CH:20][CH:21]=1. The yield is 0.310. (4) The reactants are [Br:1][C:2]1[CH:3]=[C:4]([C@@H:8]([NH:12][S@@](C(C)(C)C)=O)[CH2:9][CH:10]=[CH2:11])[CH:5]=[CH:6][CH:7]=1.Cl.[CH3:20][C:21]([O:24][C:25](O[C:25]([O:24][C:21]([CH3:23])([CH3:22])[CH3:20])=[O:26])=[O:26])([CH3:23])[CH3:22]. The catalyst is CO.C(Cl)Cl. The product is [Br:1][C:2]1[CH:3]=[C:4]([C@@H:8]([NH:12][C:25](=[O:26])[O:24][C:21]([CH3:23])([CH3:22])[CH3:20])[CH2:9][CH:10]=[CH2:11])[CH:5]=[CH:6][CH:7]=1. The yield is 0.770. (5) The product is [CH2:1]([O:3][C:4]([CH:6]1[N:11]([S:30]([C:27]2[CH:26]=[CH:25][C:24]([O:23][CH2:19][C:20]#[C:21][CH3:22])=[CH:29][CH:28]=2)(=[O:32])=[O:31])[CH2:10][CH2:9][N:8]([C:12]([O:14][C:15]([CH3:17])([CH3:16])[CH3:18])=[O:13])[CH2:7]1)=[O:5])[CH3:2]. No catalyst specified. The reactants are [CH2:1]([O:3][C:4]([CH:6]1[NH:11][CH2:10][CH2:9][N:8]([C:12]([O:14][C:15]([CH3:18])([CH3:17])[CH3:16])=[O:13])[CH2:7]1)=[O:5])[CH3:2].[CH2:19]([O:23][C:24]1[CH:29]=[CH:28][C:27]([S:30](Cl)(=[O:32])=[O:31])=[CH:26][CH:25]=1)[C:20]#[C:21][CH3:22]. The yield is 0.720. (6) The reactants are [O:1]=[C:2]1[CH2:8][CH2:7][CH2:6][N:5]([C:9]([O:11][CH2:12][C:13]2[CH:18]=[CH:17][CH:16]=[CH:15][CH:14]=2)=[O:10])[CH2:4][CH2:3]1.[BH4-].[Na+].Cl. The catalyst is CO. The product is [OH:1][CH:2]1[CH2:8][CH2:7][CH2:6][N:5]([C:9]([O:11][CH2:12][C:13]2[CH:18]=[CH:17][CH:16]=[CH:15][CH:14]=2)=[O:10])[CH2:4][CH2:3]1. The yield is 0.950. (7) The reactants are C([O:5][C:6]([C:8]1[C:16]2[C:11](=[CH:12][C:13]([C:17]3(O)[CH2:22][CH2:21][O:20][CH2:19][CH2:18]3)=[CH:14][CH:15]=2)[NH:10][N:9]=1)=[O:7])(C)(C)C. The catalyst is FC(F)(F)C(O)=O. The product is [O:20]1[CH2:19][CH:18]=[C:17]([C:13]2[CH:12]=[C:11]3[C:16]([C:8]([C:6]([OH:7])=[O:5])=[N:9][NH:10]3)=[CH:15][CH:14]=2)[CH2:22][CH2:21]1. The yield is 0.760. (8) The reactants are Br[C:2]1[CH:3]=[C:4]([CH:9]=[CH:10][C:11]=1[CH2:12][NH:13][CH2:14][C@H:15]([OH:17])[CH3:16])[C:5]([O:7][CH3:8])=[O:6].C(=O)([O-])[O-].[K+].[K+]. The catalyst is C(O)(C)C.[Cu]I. The product is [CH3:16][C@@H:15]1[CH2:14][NH:13][CH2:12][C:11]2[CH:10]=[CH:9][C:4]([C:5]([O:7][CH3:8])=[O:6])=[CH:3][C:2]=2[O:17]1. The yield is 0.550. (9) The reactants are [F:1][C:2]1[CH:9]=[CH:8][CH:7]=[CH:6][C:3]=1[CH:4]=O.Cl.[NH2:11][OH:12].[OH-].[Na+].Cl. The catalyst is C(O)C.O. The product is [F:1][C:2]1[CH:9]=[CH:8][CH:7]=[CH:6][C:3]=1[CH:4]=[N:11][OH:12]. The yield is 0.970.